This data is from Catalyst prediction with 721,799 reactions and 888 catalyst types from USPTO. The task is: Predict which catalyst facilitates the given reaction. (1) Reactant: [ClH:1].[O:2]([CH:10]1[CH:24]([N:25]([CH3:27])[CH3:26])[C:23]2=[CH:28][CH:20]([O:21][C:22]2=[O:29])[CH:19]2[CH:15]([O:16][C:17](=[O:31])[CH:18]2[CH3:30])[CH2:14][C:13]2([CH3:32])[CH:11]1[O:12]2)[Si:3]([C:6]([CH3:9])([CH3:8])[CH3:7])([CH3:5])[CH3:4]. Product: [ClH:1].[Si:3]([O:2][CH:10]1[CH:24]([N:25]([CH3:27])[CH3:26])[C:23]2=[CH:28][CH:20]([O:21][C:22]2=[O:29])[CH:19]2[CH:15]([O:16][C:17](=[O:31])[CH:18]2[CH3:30])[CH2:14][C:13]2([CH3:32])[CH:11]1[O:12]2)([C:6]([CH3:9])([CH3:7])[CH3:8])([CH3:4])[CH3:5]. The catalyst class is: 21. (2) Reactant: [CH3:1][O:2][C:3]1[CH:4]=[CH:5][C:6]([CH2:9][C:10]([OH:12])=O)=[N:7][CH:8]=1.C(N1C=CN=C1)(N1C=CN=C1)=O.C(N(CC)CC)C.Cl.Cl.[CH2:34]1[C:37]2([CH2:42][CH2:41][NH:40][CH2:39][CH2:38]2)[CH2:36][N:35]1[C@H:43]1[C:51]2[C:46](=[CH:47][C:48]([C:52]3[CH:53]=[CH:54][C:55]([C:58]#[N:59])=[N:56][CH:57]=3)=[CH:49][CH:50]=2)[CH2:45][CH2:44]1. Product: [CH3:1][O:2][C:3]1[CH:4]=[CH:5][C:6]([CH2:9][C:10]([N:40]2[CH2:41][CH2:42][C:37]3([CH2:36][N:35]([C@H:43]4[C:51]5[C:46](=[CH:47][C:48]([C:52]6[CH:53]=[CH:54][C:55]([C:58]#[N:59])=[N:56][CH:57]=6)=[CH:49][CH:50]=5)[CH2:45][CH2:44]4)[CH2:34]3)[CH2:38][CH2:39]2)=[O:12])=[N:7][CH:8]=1. The catalyst class is: 4. (3) Reactant: [CH2:1]([OH:19])[CH2:2][O:3][CH2:4][CH2:5][O:6][CH2:7][CH2:8][O:9][CH2:10][CH2:11][O:12][CH2:13][CH2:14][O:15][CH2:16][CH2:17][OH:18].N1C=CC=CC=1.[S:26](Cl)([C:29]1[CH:35]=[CH:34][C:32]([CH3:33])=[CH:31][CH:30]=1)(=[O:28])=[O:27]. Product: [S:26]([O:18][CH2:17][CH2:16][O:15][CH2:14][CH2:13][O:12][CH2:11][CH2:10][O:9][CH2:8][CH2:7][O:6][CH2:5][CH2:4][O:3][CH2:2][CH2:1][OH:19])([C:29]1[CH:35]=[CH:34][C:32]([CH3:33])=[CH:31][CH:30]=1)(=[O:28])=[O:27]. The catalyst class is: 2. (4) Reactant: [Br:1][C:2]1[N:3]([CH2:19][CH2:20][CH2:21]C=O)[C:4]2[C:9]([C:10]=1[CH2:11][C:12]1[CH:17]=[CH:16][C:15]([Cl:18])=[CH:14][CH:13]=1)=[CH:8][CH:7]=[CH:6][CH:5]=2.[C:24]([CH:29]=P(C1C=CC=CC=1)(C1C=CC=CC=1)C1C=CC=CC=1)([O:26][CH2:27][CH3:28])=[O:25].[CH2:49]1COCC1. Product: [Br:1][C:2]1[N:3]([CH2:19][CH2:20][CH2:21]/[CH:49]=[CH:29]/[C:24]([O:26][CH2:27][CH3:28])=[O:25])[C:4]2[C:9]([C:10]=1[CH2:11][C:12]1[CH:13]=[CH:14][C:15]([Cl:18])=[CH:16][CH:17]=1)=[CH:8][CH:7]=[CH:6][CH:5]=2. The catalyst class is: 828. (5) Reactant: [F:1][C:2]1[CH:7]=[CH:6][C:5]([S:8]([NH:11][C:12]2([C:15]([OH:17])=O)[CH2:14][CH2:13]2)(=[O:10])=[O:9])=[CH:4][CH:3]=1.CCOC(OC(OCC)=O)=O.[N:29]1([C:34]2[CH:39]=[C:38]([CH2:40][NH2:41])[CH:37]=[C:36]([C:42]3[CH:47]=[CH:46][C:45]([O:48][C:49]([F:52])([F:51])[F:50])=[CH:44][CH:43]=3)[N:35]=2)[CH2:33][CH2:32][CH2:31][CH2:30]1. Product: [F:1][C:2]1[CH:3]=[CH:4][C:5]([S:8]([NH:11][C:12]2([C:15]([NH:41][CH2:40][C:38]3[CH:37]=[C:36]([C:42]4[CH:43]=[CH:44][C:45]([O:48][C:49]([F:52])([F:50])[F:51])=[CH:46][CH:47]=4)[N:35]=[C:34]([N:29]4[CH2:33][CH2:32][CH2:31][CH2:30]4)[CH:39]=3)=[O:17])[CH2:13][CH2:14]2)(=[O:9])=[O:10])=[CH:6][CH:7]=1. The catalyst class is: 1. (6) Reactant: O.[OH-].[Li+].[F:4][C:5]1[CH:10]=[C:9]([N:11](S(CCC2C=CC=CC=2)(=O)=O)[CH2:12][C:13]2[CH:14]=[CH:15][CH:16]=[C:17]3[C:22]=2[N:21]([CH2:23][CH2:24][C:25]2[CH:30]=[CH:29][CH:28]=[CH:27][CH:26]=2)[CH2:20][CH2:19][CH2:18]3)[CH:8]=[CH:7][C:6]=1[CH2:42][CH2:43][C:44]([O:46]CC)=[O:45].SCC(O)=O.C(=O)(O)[O-].[Na+:58]. Product: [F:4][C:5]1[CH:10]=[C:9]([NH:11][CH2:12][C:13]2[CH:14]=[CH:15][CH:16]=[C:17]3[C:22]=2[N:21]([CH2:23][CH2:24][C:25]2[CH:26]=[CH:27][CH:28]=[CH:29][CH:30]=2)[CH2:20][CH2:19][CH2:18]3)[CH:8]=[CH:7][C:6]=1[CH2:42][CH2:43][C:44]([O-:46])=[O:45].[Na+:58]. The catalyst class is: 3.